This data is from Reaction yield outcomes from USPTO patents with 853,638 reactions. The task is: Predict the reaction yield, written as a fraction of the theoretical maximum amount of product (1.0 means a 100% yield; for example, 0.34 means a 34% yield). (1) The reactants are [CH2:1]([O:3][C:4](=[O:12])[CH:5]=[CH:6][CH:7](OC)OC)[CH3:2].C1(C)C=CC(S(O)(=O)=O)=CC=1.[NH2:24][C:25]1[CH:30]=[CH:29][CH:28]=[CH:27][N:26]=1. The catalyst is C(#N)C.O.C(OCC)(=O)C. The product is [CH2:1]([O:3][C:4](=[O:12])[CH2:5][C:6]1[N:26]2[CH:27]=[CH:28][CH:29]=[CH:30][C:25]2=[N:24][CH:7]=1)[CH3:2]. The yield is 0.730. (2) The reactants are [N:1]([O-])=O.[Na+].[Cl:5][C:6]1[C:12]([F:13])=[CH:11][CH:10]=[CH:9][C:7]=1[NH2:8].[Sn](Cl)Cl. The catalyst is O.Cl. The product is [ClH:5].[Cl:5][C:6]1[C:12]([F:13])=[CH:11][CH:10]=[CH:9][C:7]=1[NH:8][NH2:1]. The yield is 0.640. (3) The reactants are C(OC([N:8]1[CH2:14][CH2:13][CH2:12][N:11]([C:15]2[CH:24]=[CH:23][CH:22]=[C:21]3[C:16]=2[CH:17]=[CH:18][C:19]([CH3:25])=[N:20]3)[CH2:10][CH2:9]1)=O)(C)(C)C. The catalyst is FC(F)(F)C(O)=O.C(Cl)Cl. The product is [N:11]1([C:15]2[CH:24]=[CH:23][CH:22]=[C:21]3[C:16]=2[CH:17]=[CH:18][C:19]([CH3:25])=[N:20]3)[CH2:12][CH2:13][CH2:14][NH:8][CH2:9][CH2:10]1. The yield is 0.850. (4) The reactants are [Cl-].O[NH3+:3].[C:4](=[O:7])([O-])[OH:5].[Na+].CS(C)=O.[O:13]=[C:14]1[C:19]([CH2:20][C:21]2[CH:26]=[CH:25][C:24]([C:27]3[C:28]([C:33]#[N:34])=[CH:29][CH:30]=[CH:31][CH:32]=3)=[CH:23][CH:22]=2)=[C:18]([CH2:35][CH2:36][CH3:37])[N:17]2[N:38]=[CH:39][N:40]=[C:16]2[N:15]1[CH:41]1[CH2:46][CH2:45][CH2:44][O:43][CH2:42]1. The catalyst is C(OCC)(=O)C. The product is [O:7]=[C:4]1[O:5][N:3]=[C:33]([C:28]2[CH:29]=[CH:30][CH:31]=[CH:32][C:27]=2[C:24]2[CH:23]=[CH:22][C:21]([CH2:20][C:19]3[C:14](=[O:13])[N:15]([CH:41]4[CH2:46][CH2:45][CH2:44][O:43][CH2:42]4)[C:16]4[N:17]([N:38]=[CH:39][N:40]=4)[C:18]=3[CH2:35][CH2:36][CH3:37])=[CH:26][CH:25]=2)[NH:34]1. The yield is 0.180. (5) The catalyst is CO. The product is [F:1][C:2]([F:20])([F:19])[C:3]([OH:23])=[O:4].[F:1][C:2]([F:20])([F:19])[C:10]1[C:9]2[C:13](=[CH:14][C:6]([NH2:5])=[CH:7][CH:8]=2)[NH:12][CH:11]=1. The yield is 1.00. The reactants are [F:1][C:2]([F:20])([F:19])[C:3]([NH:5][C:6]1[CH:14]=[C:13]2[C:9]([CH:10]=[C:11](C(F)(F)F)[NH:12]2)=[CH:8][CH:7]=1)=[O:4].O.C([O-])([O-])=[O:23].[K+].[K+]. (6) The reactants are [N+:1]([C:4]1[CH:9]=[CH:8][C:7]([N:10]2[C:14](=[O:15])[N:13]=[N:12][NH:11]2)=[CH:6][CH:5]=1)([O-:3])=[O:2].[C:16]1([S:22][CH2:23][CH2:24]O)[CH:21]=[CH:20][CH:19]=[CH:18][CH:17]=1.C1(P(C2C=CC=CC=2)C2C=CC=CC=2)C=CC=CC=1.N(C(OCC)=O)=NC(OCC)=O. The catalyst is O1CCCC1. The product is [N+:1]([C:4]1[CH:5]=[CH:6][C:7]([N:10]2[C:14](=[O:15])[N:13]([CH2:24][CH2:23][S:22][C:16]3[CH:21]=[CH:20][CH:19]=[CH:18][CH:17]=3)[N:12]=[N:11]2)=[CH:8][CH:9]=1)([O-:3])=[O:2]. The yield is 0.900. (7) The reactants are [CH3:1][O:2][C:3](=[O:16])[C:4]1[CH:9]=[C:8]([N+:10]([O-:12])=[O:11])[C:7]([NH2:13])=[C:6]([F:14])[C:5]=1F.[F:17][C:18]1[CH:23]=[CH:22][CH:21]=[CH:20][C:19]=1[NH2:24]. The catalyst is C(Cl)Cl. The product is [CH3:1][O:2][C:3](=[O:16])[C:4]1[CH:9]=[C:8]([N+:10]([O-:12])=[O:11])[C:7]([NH2:13])=[C:6]([F:14])[C:5]=1[NH:24][C:19]1[CH:20]=[CH:21][CH:22]=[CH:23][C:18]=1[F:17]. The yield is 0.520.